From a dataset of Peptide-MHC class II binding affinity with 134,281 pairs from IEDB. Regression. Given a peptide amino acid sequence and an MHC pseudo amino acid sequence, predict their binding affinity value. This is MHC class II binding data. (1) The peptide sequence is KYMVIQGEPGRVIRG. The MHC is DRB1_1201 with pseudo-sequence DRB1_1201. The binding affinity (normalized) is 0.363. (2) The peptide sequence is KVFIDTIPNIMFFST. The MHC is HLA-DQA10102-DQB10602 with pseudo-sequence HLA-DQA10102-DQB10602. The binding affinity (normalized) is 0.390. (3) The peptide sequence is TEYDFVLVGPCTEPA. The MHC is DRB1_0101 with pseudo-sequence DRB1_0101. The binding affinity (normalized) is 0.834. (4) The MHC is DRB3_0202 with pseudo-sequence DRB3_0202. The binding affinity (normalized) is 0.187. The peptide sequence is EKKYFAATQFEPLAA. (5) The peptide sequence is TVLFGVSRSMGIGSQ. The MHC is HLA-DQA10301-DQB10302 with pseudo-sequence HLA-DQA10301-DQB10302. The binding affinity (normalized) is 0.0297. (6) The peptide sequence is ISVNNVCHMY. The MHC is DRB1_0101 with pseudo-sequence DRB1_0101. The binding affinity (normalized) is 0. (7) The peptide sequence is RWQVVAPQLPDDLMI. The MHC is DRB3_0202 with pseudo-sequence DRB3_0202. The binding affinity (normalized) is 0.150. (8) The peptide sequence is AFKVAATAANAADAN. The MHC is HLA-DPA10103-DPB10301 with pseudo-sequence HLA-DPA10103-DPB10301. The binding affinity (normalized) is 0.586. (9) The peptide sequence is ADYLRMWIQAATVMS. The binding affinity (normalized) is 0.384. The MHC is HLA-DPA10301-DPB10402 with pseudo-sequence HLA-DPA10301-DPB10402. (10) The binding affinity (normalized) is 0.198. The MHC is DRB1_0405 with pseudo-sequence DRB1_0405. The peptide sequence is DIYNYMEPYVSKVDP.